From a dataset of Reaction yield outcomes from USPTO patents with 853,638 reactions. Predict the reaction yield, written as a fraction of the theoretical maximum amount of product (1.0 means a 100% yield; for example, 0.34 means a 34% yield). The reactants are [O:1]=[C:2]1[O:8][C@H:7]([C@H:9]([CH2:11][OH:12])[OH:10])[C:5]([OH:6])=[C:3]1[OH:4].[CH2:30]([OH:31])[C@H:22]1[O:23][C@@H:24]([O:20][C@H:21]2[C@H:26]([OH:27])[C@@H:25]([OH:28])[C@H:24](O)[O:23][C@@H:22]2[CH2:30][OH:31])[C@H:25]([OH:28])[C@@H:26]([OH:27])[C@@H:21]1[OH:20].[C@@H]1(OC[C@H](O)[C@H]2OC(=O)C(O)=C2O)O[C@H](CO)[C@@H](O)[C@H](O)[C@H]1O.[C@@H]1(OC2C(O[C@H]([C@H](CO)O)C=2O)=O)O[C@H](CO)[C@@H](O)[C@H](O)[C@H]1O. The catalyst is C([O-])(=O)C. The product is [C@@H:24]1([C@:7]2([C@H:9]([CH2:11][OH:12])[OH:10])[O:8][C:2](=[O:1])[C:3]([OH:4])=[C:5]2[OH:6])[O:23][C@H:22]([CH2:30][OH:31])[C@@H:21]([OH:20])[C@H:26]([OH:27])[C@H:25]1[OH:28]. The yield is 0.450.